This data is from Full USPTO retrosynthesis dataset with 1.9M reactions from patents (1976-2016). The task is: Predict the reactants needed to synthesize the given product. (1) Given the product [Br:17][C:3]1[C:2]([Br:1])=[CH:7][N:6]=[C:5]([C:8]2[CH:13]=[CH:12][CH:11]=[CH:10][CH:9]=2)[N:4]=1, predict the reactants needed to synthesize it. The reactants are: [Br:1][C:2]1[C:3](O)=[N:4][C:5]([C:8]2[CH:13]=[CH:12][CH:11]=[CH:10][CH:9]=2)=[N:6][CH:7]=1.P(Br)(Br)([Br:17])=O. (2) Given the product [NH2:24][C:19]1[CH:18]=[CH:17][CH:16]=[C:15]([C:14]2[CH:13]=[CH:12][N:11]=[C:10]3[NH:26][C:7]([C:5]4[CH:4]=[N:3][N:2]([CH3:1])[CH:6]=4)=[N:8][C:9]=23)[C:20]=1[CH2:21][OH:22], predict the reactants needed to synthesize it. The reactants are: [CH3:1][N:2]1[CH:6]=[C:5]([C:7]2[NH:26][C:10]3=[N:11][CH:12]=[CH:13][C:14]([C:15]4[C:20]5[CH2:21][O:22]C(=O)[NH:24][C:19]=5[CH:18]=[CH:17][CH:16]=4)=[C:9]3[N:8]=2)[CH:4]=[N:3]1.[OH-].[Na+]. (3) Given the product [CH2:27]([CH:3]([CH2:1][CH3:2])[CH:4]([NH:16][C:17]1[CH:18]=[CH:19][C:20]([C:21]([OH:23])=[O:22])=[CH:25][CH:26]=1)[C:5]1[O:6][C:7]2[CH:14]=[CH:13][C:12]([F:15])=[CH:11][C:8]=2[C:9]=1[CH3:10])[CH3:28], predict the reactants needed to synthesize it. The reactants are: [CH2:1]([CH:3]([CH2:27][CH3:28])[CH:4]([NH:16][C:17]1[CH:26]=[CH:25][C:20]([C:21]([O:23]C)=[O:22])=[CH:19][CH:18]=1)[C:5]1[O:6][C:7]2[CH:14]=[CH:13][C:12]([F:15])=[CH:11][C:8]=2[C:9]=1[CH3:10])[CH3:2].O1CCCC1.[OH-].[Na+]. (4) Given the product [Br:20][C:12]1[S:11][C:10]([CH2:9][NH:8][C:6]([O:5][C:1]([CH3:4])([CH3:2])[CH3:3])=[O:7])=[N:14][CH:13]=1, predict the reactants needed to synthesize it. The reactants are: [C:1]([O:5][C:6]([NH:8][CH2:9][C:10]1[S:11][CH:12]=[CH:13][N:14]=1)=[O:7])([CH3:4])([CH3:3])[CH3:2].C([O-])(=O)C.[Na+].[Br:20]Br.O.O.O.O.O.S([O-])([O-])=O.[Na+].[Na+]. (5) Given the product [CH:1]([C:3]1[CH:4]=[CH:5][C:6]([O:13][CH3:14])=[C:7]([CH:12]=1)[C:8]([OH:10])=[O:9])=[O:2], predict the reactants needed to synthesize it. The reactants are: [CH:1]([C:3]1[CH:4]=[CH:5][C:6]([O:13][CH3:14])=[C:7]([CH:12]=1)[C:8]([O:10]C)=[O:9])=[O:2].Cl. (6) Given the product [OH:20][CH2:19][C:17]1[CH:16]=[CH:15][C:13]2[CH2:14][N:8]([C:6](=[O:7])[C:5]3[CH:4]=[CH:3][C:2]([Cl:1])=[CH:38][CH:37]=3)[CH2:9][C:10](=[O:36])[N:11]([CH2:22][C:23]3[CH:28]=[CH:27][C:26]([C:29]([N:31]4[CH2:35][CH:34]=[CH:33][CH2:32]4)=[O:30])=[CH:25][CH:24]=3)[C:12]=2[CH:18]=1, predict the reactants needed to synthesize it. The reactants are: [Cl:1][C:2]1[CH:38]=[CH:37][C:5]([C:6]([N:8]2[CH2:14][C:13]3[CH:15]=[CH:16][C:17]([C:19](O)=[O:20])=[CH:18][C:12]=3[N:11]([CH2:22][C:23]3[CH:28]=[CH:27][C:26]([C:29]([N:31]4[CH2:35][CH2:34][CH2:33][CH2:32]4)=[O:30])=[CH:25][CH:24]=3)[C:10](=[O:36])[CH2:9]2)=[O:7])=[CH:4][CH:3]=1.C(N(CC)CC)C.ClC(OCC)=O.[BH4-].[Na+]. (7) Given the product [F:1][C:2]([F:18])([C:11]1[CH:12]=[CH:13][C:14]([CH3:17])=[CH:15][CH:16]=1)[CH2:3][N:4]([C:20]1[C:21]2[C:22](=[N:26][N:27]([CH:29]3[CH2:34][CH2:33][CH2:32][CH2:31][O:30]3)[CH:28]=2)[N:23]=[CH:24][N:25]=1)[C@H:5]1[CH2:9][CH2:8][C@H:7]([NH2:10])[CH2:6]1, predict the reactants needed to synthesize it. The reactants are: [F:1][C:2]([F:18])([C:11]1[CH:16]=[CH:15][C:14]([CH3:17])=[CH:13][CH:12]=1)[CH2:3][NH:4][C@H:5]1[CH2:9][CH2:8][C@H:7]([NH2:10])[CH2:6]1.Cl[C:20]1[C:21]2[C:22](=[N:26][N:27]([CH:29]3[CH2:34][CH2:33][CH2:32][CH2:31][O:30]3)[CH:28]=2)[N:23]=[CH:24][N:25]=1.C(N(C(C)C)CC)(C)C. (8) Given the product [C:21]([C:18]1[N:14]2[CH:15]=[CH:16][CH:17]=[C:12]([NH:11][C:8]3[CH:9]=[CH:10][C:5]([S:2]([CH3:1])(=[O:4])=[O:3])=[CH:6][CH:7]=3)[C:13]2=[N:20][CH:19]=1)#[CH:22], predict the reactants needed to synthesize it. The reactants are: [CH3:1][S:2]([C:5]1[CH:10]=[CH:9][C:8]([NH:11][C:12]2[C:13]3[N:14]([C:18]([C:21]#[C:22][Si](C)(C)C)=[CH:19][N:20]=3)[CH:15]=[CH:16][CH:17]=2)=[CH:7][CH:6]=1)(=[O:4])=[O:3].[F-].C([N+](CCCC)(CCCC)CCCC)CCC.CO.C(Cl)Cl. (9) Given the product [NH:22]1[C:23]2[C:24](=[N:25][CH:26]=[CH:27][CH:28]=2)[C:20]([CH2:19][CH2:18][N:17]([CH3:16])[C:9](=[O:10])[O:11][C:12]([CH3:13])([CH3:14])[CH3:15])=[CH:21]1, predict the reactants needed to synthesize it. The reactants are: [C:12]([O:11][C:9](O[C:9]([O:11][C:12]([CH3:15])([CH3:14])[CH3:13])=[O:10])=[O:10])([CH3:15])([CH3:14])[CH3:13].[CH3:16][NH:17][CH2:18][CH2:19][C:20]1[C:24]2=[N:25][CH:26]=[CH:27][CH:28]=[C:23]2[NH:22][CH:21]=1.C(N(CC)CC)C. (10) The reactants are: C12N(C3C=NC4C(=CC=CC=4)N=3)CC1CCNC2.[CH:19]12[CH2:25][NH:24][CH:23]1[CH2:22][N:21]([C:26]([C:28]1[CH:33]=[CH:32][CH:31]=[CH:30][C:29]=1[O:34][CH3:35])=[O:27])[CH2:20]2.Cl[C:37]1[N:42]=[C:41]([C:43]2[CH:48]=[CH:47][CH:46]=[CH:45][CH:44]=2)[CH:40]=[CH:39][N:38]=1. Given the product [CH3:35][O:34][C:29]1[CH:30]=[CH:31][CH:32]=[CH:33][C:28]=1[C:26]([N:21]1[CH2:22][CH:23]2[CH:19]([CH2:25][N:24]2[C:37]2[N:42]=[C:41]([C:43]3[CH:48]=[CH:47][CH:46]=[CH:45][CH:44]=3)[CH:40]=[CH:39][N:38]=2)[CH2:20]1)=[O:27], predict the reactants needed to synthesize it.